This data is from Reaction yield outcomes from USPTO patents with 853,638 reactions. The task is: Predict the reaction yield, written as a fraction of the theoretical maximum amount of product (1.0 means a 100% yield; for example, 0.34 means a 34% yield). (1) The catalyst is C(Cl)Cl. The yield is 0.560. The product is [Br:1][C:2]1[CH:6]=[N:5][N:4]([CH3:7])[C:3]=1[C:8]1[CH:9]=[C:10]([NH:17][C:26]([NH:25][C:22]2[CH:23]=[CH:24][C:19]([Cl:18])=[CH:20][CH:21]=2)=[O:27])[CH:11]=[CH:12][C:13]=1[O:14][CH2:15][CH3:16]. The reactants are [Br:1][C:2]1[CH:6]=[N:5][N:4]([CH3:7])[C:3]=1[C:8]1[CH:9]=[C:10]([NH2:17])[CH:11]=[CH:12][C:13]=1[O:14][CH2:15][CH3:16].[Cl:18][C:19]1[CH:24]=[CH:23][C:22]([N:25]=[C:26]=[O:27])=[CH:21][CH:20]=1. (2) The reactants are Br[C:2]1([Br:17])[CH2:4][C:3]1([C:11]1[CH:16]=[CH:15][CH:14]=[CH:13][CH:12]=1)[C:5]1[CH:10]=[CH:9][CH:8]=[CH:7][CH:6]=1.[CH2:18]([Li])CCC.CCCCCC.CI. The catalyst is O.C1COCC1. The product is [Br:17][C:2]1([CH3:18])[CH2:4][C:3]1([C:5]1[CH:6]=[CH:7][CH:8]=[CH:9][CH:10]=1)[C:11]1[CH:12]=[CH:13][CH:14]=[CH:15][CH:16]=1. The yield is 0.890. (3) The reactants are [C:1](Cl)(=[O:5])[O:2][CH2:3][CH3:4].[Br-:7].[NH2:8][C:9]1[CH:14]=[CH:13][C:12]([C:15](=[O:42])[CH2:16][N+:17]23[CH2:24][CH2:23][CH:20]([CH2:21][CH2:22]2)[C@@H:19]([O:25][C:26](=[O:41])[C@@H:27]([C:35]2[CH:40]=[CH:39][CH:38]=[CH:37][CH:36]=2)[NH:28][C:29]2[CH:34]=[CH:33][CH:32]=[CH:31][CH:30]=2)[CH2:18]3)=[CH:11][CH:10]=1. The catalyst is C(Cl)Cl. The product is [Br-:7].[CH2:3]([O:2][C:1]([NH:8][C:9]1[CH:14]=[CH:13][C:12]([C:15](=[O:42])[CH2:16][N+:17]23[CH2:22][CH2:21][CH:20]([CH2:23][CH2:24]2)[C@@H:19]([O:25][C:26](=[O:41])[C@@H:27]([C:35]2[CH:36]=[CH:37][CH:38]=[CH:39][CH:40]=2)[NH:28][C:29]2[CH:30]=[CH:31][CH:32]=[CH:33][CH:34]=2)[CH2:18]3)=[CH:11][CH:10]=1)=[O:5])[CH3:4]. The yield is 0.206. (4) The reactants are S(Cl)(Cl)=O.[CH3:5][O:6][C:7]1[C:8]([N+:18]([O-:20])=[O:19])=[C:9]([CH:13]=[CH:14][C:15]=1[O:16][CH3:17])C(O)=O.[N-:21]=[N+]=[N-].[Na+].CCCCCC. The catalyst is ClCCCl.O.C(OCC)(=O)C. The product is [CH3:5][O:6][C:7]1[C:8]([N+:18]([O-:20])=[O:19])=[C:9]([NH2:21])[CH:13]=[CH:14][C:15]=1[O:16][CH3:17]. The yield is 0.640. (5) The reactants are [CH2:1]([N:8]1[C:16]2[C:15](=[O:17])[N:14]([CH2:18][CH2:19][CH2:20][O:21][Si](C(C)(C)C)(C)C)[C:13](=[O:29])[N:12]([CH3:30])[C:11]=2[N:10]=[C:9]1[C:31]1[CH:36]=[CH:35][C:34]([Cl:37])=[C:33]([Cl:38])[CH:32]=1)[C:2]1[CH:7]=[CH:6][CH:5]=[CH:4][CH:3]=1.Cl. The yield is 0.710. The product is [CH2:1]([N:8]1[C:16]2[C:15](=[O:17])[N:14]([CH2:18][CH2:19][CH2:20][OH:21])[C:13](=[O:29])[N:12]([CH3:30])[C:11]=2[N:10]=[C:9]1[C:31]1[CH:36]=[CH:35][C:34]([Cl:37])=[C:33]([Cl:38])[CH:32]=1)[C:2]1[CH:7]=[CH:6][CH:5]=[CH:4][CH:3]=1. The catalyst is C(O)C.O.C(OCC)C.